From a dataset of Forward reaction prediction with 1.9M reactions from USPTO patents (1976-2016). Predict the product of the given reaction. (1) Given the reactants C[Si]([N-][Si](C)(C)C)(C)C.[K+].[CH3:11][O:12][C:13]([C:15]1[N:16]([CH2:20][C:21]([O:23][C:24]([CH3:27])([CH3:26])[CH3:25])=[O:22])[CH:17]=[CH:18][CH:19]=1)=[O:14].[CH3:28][CH:29]([CH3:40])[CH2:30][CH2:31]OS(C(F)(F)F)(=O)=O, predict the reaction product. The product is: [CH3:11][O:12][C:13]([C:15]1[N:16]([CH:20]([C:21]([O:23][C:24]([CH3:27])([CH3:26])[CH3:25])=[O:22])[CH2:31][CH2:30][CH:29]([CH3:40])[CH3:28])[CH:17]=[CH:18][CH:19]=1)=[O:14]. (2) Given the reactants C([N+](CCCC)(CCCC)CCCC)CCC.[P:18]([O:22][CH2:23][C@@H:24]1[C@@H:28]([O:29][P:30]([O:33][CH2:34][C@@H:35]2[C@@H:39]([OH:40])[C@@H:38]([OH:41])[C@H:37]([N:42]3[CH:50]=[N:49][C:48]4[C:43]3=[N:44][CH:45]=[N:46][C:47]=4[NH2:51])[O:36]2)([OH:32])=[O:31])[CH2:27][C@H:26]([N:52]2[CH:57]=[CH:56][C:55]([NH2:58])=[N:54][C:53]2=[O:59])[O:25]1)([OH:21])([OH:20])=[O:19].[N:60]([C:63]1[CH:95]=[CH:94][CH:93]=[CH:92][C:64]=1[CH2:65][O:66][C:67]([NH:69][CH2:70][C@@H:71]([S:89][S:90][CH3:91])[CH2:72][CH2:73][C@H:74]([NH:81][C:82]([O:84][C:85]([CH3:88])([CH3:87])[CH3:86])=[O:83])[C:75](OCC#N)=[O:76])=[O:68])=[N+:61]=[N-:62], predict the reaction product. The product is: [N:60]([C:63]1[CH:95]=[CH:94][CH:93]=[CH:92][C:64]=1[CH2:65][O:66][C:67]([NH:69][CH2:70][C@H:71]([S:89][S:90][CH3:91])[CH2:72][CH2:73][C@@H:74]([NH:81][C:82]([O:84][C:85]([CH3:88])([CH3:87])[CH3:86])=[O:83])[C:75]([O:40][C@H:39]1[C@@H:38]([OH:41])[C@@H:37]([N:42]2[CH:50]=[N:49][C:48]3[C:43]2=[N:44][CH:45]=[N:46][C:47]=3[NH2:51])[O:36][C@H:35]1[CH2:34][O:33][P:30]([O:29][C@H:28]1[CH2:27][C@H:26]([N:52]2[CH:57]=[CH:56][C:55]([NH2:58])=[N:54][C:53]2=[O:59])[O:25][C@@H:24]1[CH2:23][O:22][P:18]([OH:21])([OH:20])=[O:19])([OH:32])=[O:31])=[O:76])=[O:68])=[N+:61]=[N-:62]. (3) Given the reactants [CH3:1][C:2]1[N:3]([CH2:11][CH:12]2[CH2:17][CH2:16][NH:15][CH2:14][CH2:13]2)[C:4]2[CH:9]=[CH:8][N:7]=[CH:6][C:5]=2[N:10]=1.CCN(C(C)C)C(C)C.Cl[C:28](Cl)([O:30]C(=O)OC(Cl)(Cl)Cl)Cl.Cl.[NH2:40][CH2:41][C@H:42]([NH:47][C:48](=[O:65])[C@@H:49]1[CH2:53][CH2:52][CH2:51][N:50]1[S:54]([C:57]1[CH:62]=[C:61]([Cl:63])[CH:60]=[C:59]([Cl:64])[CH:58]=1)(=[O:56])=[O:55])[C:43]([O:45][CH3:46])=[O:44].C([O-])(O)=O.[Na+], predict the reaction product. The product is: [Cl:63][C:61]1[CH:62]=[C:57]([S:54]([N:50]2[CH2:51][CH2:52][CH2:53][C@H:49]2[C:48]([NH:47][C@@H:42]([CH2:41][NH:40][C:28]([N:15]2[CH2:16][CH2:17][CH:12]([CH2:11][N:3]3[C:4]4[CH:9]=[CH:8][N:7]=[CH:6][C:5]=4[N:10]=[C:2]3[CH3:1])[CH2:13][CH2:14]2)=[O:30])[C:43]([O:45][CH3:46])=[O:44])=[O:65])(=[O:55])=[O:56])[CH:58]=[C:59]([Cl:64])[CH:60]=1.